This data is from Experimentally validated miRNA-target interactions with 360,000+ pairs, plus equal number of negative samples. The task is: Binary Classification. Given a miRNA mature sequence and a target amino acid sequence, predict their likelihood of interaction. (1) The miRNA is hsa-miR-6778-3p with sequence UGCCUCCCUGACAUUCCACAG. The protein sequence of the target gene is MALPQGQLTFKDVAIEFSQEEWTCLDPAQKTLYRDVMLENYRNLVSLDISCKCVNTDLPPKGKNNMGEAFYTVKLERLESCDTVGLSFQEVQKNTYDFECQWKDDEGNYKTVLMLQKENLPGRRAQRDRRAAGNRHIENQLGVSFQSHLPELQQFQHEGKIYEYNQVEKSPNNRGKHYKCDECGKVFSQNSRLTSHKRIHTGEKPYQCNKCGKAFTVRSNLTIHQVIHTGEKPYKCNECGKVFSQPSNLAGHQRIHTGEKPYKCNECGKAFRAHSKLTTHQVIHTGEKPYKCKECGKCFT.... Result: 1 (interaction). (2) The miRNA is hsa-miR-192-5p with sequence CUGACCUAUGAAUUGACAGCC. The protein sequence of the target gene is MALSAQQIPRWFNSVKLRSLINAAQLTKRFTRPARTLLHGFSAQPQISSDNCFLQWGFKTYRTSSLWNSSQSTSSSSQENNSAQSSLLPSMNEQSQKTQNISSFDSELFLEELDELPPLSPMQPISEEEAIQIIADPPLPPASFTLRDYVDHSETLQKLVLLGVDLSKIEKHPEAANLLLRLDFEKDIKQMLLFLKDVGIEDNQLGAFLTKNHAIFSEDLENLKTRVAYLHSKNFSKADVAQMVRKAPFLLNFSVERLDNRLGFFQKELELSVKKTRDLVVRLPRLLTGSLEPVKENMKV.... Result: 1 (interaction). (3) The miRNA is hsa-miR-548bb-5p with sequence AAAAGUAACUAUGGUUUUUGCC. The protein sequence of the target gene is MERRARSSSRESRGRGGRTPHKENKRAKAERSGGGRGRQEAGPEPSGSGRAGTPGEPRAPAATVVDVDEVRGSGEEGTEVVALLESERPEEGTKSSGLGACEWLLVLISLLFIIMTFPFSIWFCVKVVQEYERVIIFRLGHLLPGRAKGPGLFFFLPCLDTYHKVDLRLQTLEIPFHEIVTKDMFIMEIDAICYYRMENASLLLSSLAHVSKAVQFLVQTTMKRLLAHRSLTEILLERKSIAQDAKVALDSVTCIWGIKVERIEIKDVRLPAGLQHSLAVEAEAQRQAKVRMIAAEAEKA.... Result: 0 (no interaction).